From a dataset of Catalyst prediction with 721,799 reactions and 888 catalyst types from USPTO. Predict which catalyst facilitates the given reaction. (1) Reactant: Br[C:2]1[CH:3]=[C:4]2[C:9](=[CH:10][CH:11]=1)[CH:8]=[N:7][CH:6]=[CH:5]2.[N:12]1[CH:17]=[CH:16][C:15](B(O)O)=[CH:14][CH:13]=1.C(=O)([O-])[O-].[Ca+2].C(COC)OC. Product: [N:12]1[CH:17]=[CH:16][CH:15]=[CH:14][C:13]=1[C:2]1[CH:3]=[C:4]2[C:9](=[CH:10][CH:11]=1)[CH:8]=[N:7][CH:6]=[CH:5]2. The catalyst class is: 103. (2) Reactant: Cl[C:2]1[CH:3]=[C:4]([C:17]2[N:22]=[C:21]([CH3:23])[N:20]=[C:19]([N:24]([CH2:34][C:35]3[CH:40]=[CH:39][C:38]([O:41][CH3:42])=[CH:37][CH:36]=3)[CH2:25][C:26]3[CH:31]=[CH:30][C:29]([O:32][CH3:33])=[CH:28][CH:27]=3)[N:18]=2)[C:5]([NH:8][C:9]2[CH:10]=[N:11][C:12]([O:15][CH3:16])=[CH:13][CH:14]=2)=[N:6][CH:7]=1.C1(P(C2CCCCC2)C2C=CC=CC=2C2C(C(C)C)=CC(C(C)C)=CC=2C(C)C)CCCCC1.C(=O)([O-])[O-].[Cs+].[Cs+].[B-](F)(F)(F)[CH2:84][N:85]1[CH2:90][CH2:89][N:88]([CH3:91])[CH2:87][CH2:86]1.[K+]. Product: [CH3:33][O:32][C:29]1[CH:30]=[CH:31][C:26]([CH2:25][N:24]([CH2:34][C:35]2[CH:40]=[CH:39][C:38]([O:41][CH3:42])=[CH:37][CH:36]=2)[C:19]2[N:18]=[C:17]([C:4]3[C:5]([NH:8][C:9]4[CH:10]=[N:11][C:12]([O:15][CH3:16])=[CH:13][CH:14]=4)=[N:6][CH:7]=[C:2]([CH2:84][N:85]4[CH2:90][CH2:89][N:88]([CH3:91])[CH2:87][CH2:86]4)[CH:3]=3)[N:22]=[C:21]([CH3:23])[N:20]=2)=[CH:27][CH:28]=1. The catalyst class is: 167.